This data is from Catalyst prediction with 721,799 reactions and 888 catalyst types from USPTO. The task is: Predict which catalyst facilitates the given reaction. Reactant: [OH:1][C:2]1[C:11]2[C:6](=[CH:7][CH:8]=[CH:9][CH:10]=2)[N:5]=[C:4]([C:12]([OH:14])=O)[CH:3]=1.[CH2:15]([O:17][C:18]([N:20]1[CH2:25][CH2:24][N:23]([C:26](=[O:38])[C@@H:27]([NH2:37])[CH2:28][CH2:29][C:30]([O:32][C:33]([CH3:36])([CH3:35])[CH3:34])=[O:31])[CH2:22][CH2:21]1)=[O:19])[CH3:16].C1C=CC2N(O)N=NC=2C=1.C(Cl)CCl. Product: [CH2:15]([O:17][C:18]([N:20]1[CH2:21][CH2:22][N:23]([C:26](=[O:38])[C@@H:27]([NH:37][C:12]([C:4]2[CH:3]=[C:2]([OH:1])[C:11]3[C:6](=[CH:7][CH:8]=[CH:9][CH:10]=3)[N:5]=2)=[O:14])[CH2:28][CH2:29][C:30]([O:32][C:33]([CH3:35])([CH3:34])[CH3:36])=[O:31])[CH2:24][CH2:25]1)=[O:19])[CH3:16]. The catalyst class is: 18.